The task is: Predict the reaction yield, written as a fraction of the theoretical maximum amount of product (1.0 means a 100% yield; for example, 0.34 means a 34% yield).. This data is from Reaction yield outcomes from USPTO patents with 853,638 reactions. (1) The reactants are [CH:1]([N:4]1[CH2:14][CH:13]2[CH2:15][CH:6]([C:7]3[C:12]2=[CH:11][C:10]([NH2:16])=[CH:9][CH:8]=3)[CH2:5]1)([CH3:3])[CH3:2].Cl[C:18]1[N:23]=[C:22]([NH:24][C:25]2[CH:30]=[CH:29][CH:28]=[CH:27][C:26]=2[S:31]([NH:34][CH3:35])(=[O:33])=[O:32])[C:21]([Cl:36])=[CH:20][N:19]=1.Cl.O1CCOCC1.[Na]. The catalyst is O. The product is [Cl:36][C:21]1[C:22]([NH:24][C:25]2[CH:30]=[CH:29][CH:28]=[CH:27][C:26]=2[S:31]([NH:34][CH3:35])(=[O:33])=[O:32])=[N:23][C:18]([NH:16][C:10]2[CH:11]=[C:12]3[C:7](=[CH:8][CH:9]=2)[CH:6]2[CH2:15][CH:13]3[CH2:14][N:4]([CH:1]([CH3:3])[CH3:2])[CH2:5]2)=[N:19][CH:20]=1. The yield is 0.200. (2) The reactants are Cl[C:2]1[CH:7]=[C:6]([O:8][CH:9]([C:14]2[CH:19]=[CH:18][CH:17]=[CH:16][CH:15]=2)[C:10]([F:13])([F:12])[F:11])[N:5]=[CH:4][N:3]=1.B([C:23]1[CH:34]=[CH:33][C:26]([CH2:27][C@@H:28]([C:30]([OH:32])=[O:31])[NH2:29])=[CH:25][CH:24]=1)(O)O.C(#N)C.C(=O)([O-])[O-].[Na+].[Na+]. The catalyst is O. The product is [NH2:29][CH:28]([CH2:27][C:26]1[CH:33]=[CH:34][C:23]([C:2]2[CH:7]=[C:6]([O:8][CH:9]([C:14]3[CH:19]=[CH:18][CH:17]=[CH:16][CH:15]=3)[C:10]([F:13])([F:12])[F:11])[N:5]=[CH:4][N:3]=2)=[CH:24][CH:25]=1)[C:30]([OH:32])=[O:31]. The yield is 0.110.